This data is from Forward reaction prediction with 1.9M reactions from USPTO patents (1976-2016). The task is: Predict the product of the given reaction. (1) Given the reactants [O:1]=[C:2]1[C:10]2[C:5](=[CH:6][CH:7]=[CH:8][CH:9]=2)[C:4](=[O:11])[N:3]1[C:12]1[CH:17]=[C:16]([CH3:18])[C:15]([CH3:19])=[CH:14][N+:13]=1[O-].CCN(CC)CC.C([O-])(O)=O.[Na+].O=P(Cl)(Cl)[Cl:35], predict the reaction product. The product is: [Cl:35][C:14]1[N:13]=[C:12]([N:3]2[C:2](=[O:1])[C:10]3[C:5](=[CH:6][CH:7]=[CH:8][CH:9]=3)[C:4]2=[O:11])[CH:17]=[C:16]([CH3:18])[C:15]=1[CH3:19]. (2) Given the reactants [Br:1][C:2]1[CH:7]=[CH:6][C:5]([C:8]2[O:12][N:11]=[C:10]([CH3:13])[C:9]=2/[CH:14]=[N:15]/[S:16]([CH3:19])(=[O:18])=[O:17])=[CH:4][CH:3]=1.[C:20]1([CH2:26][CH2:27][CH2:28][Mg]Br)[CH:25]=[CH:24][CH:23]=[CH:22][CH:21]=1, predict the reaction product. The product is: [Br:1][C:2]1[CH:7]=[CH:6][C:5]([C:8]2[O:12][N:11]=[C:10]([CH3:13])[C:9]=2[CH:14]([NH:15][S:16]([CH3:19])(=[O:18])=[O:17])[CH2:28][CH2:27][CH2:26][C:20]2[CH:25]=[CH:24][CH:23]=[CH:22][CH:21]=2)=[CH:4][CH:3]=1. (3) Given the reactants [CH2:1]([O:8][C:9]([N:11]1[CH2:20][CH2:19][C:18]2[C:13](=[CH:14][C:15]([N+:21]([O-])=O)=[CH:16][CH:17]=2)[CH2:12]1)=[O:10])[C:2]1[CH:7]=[CH:6][CH:5]=[CH:4][CH:3]=1.[Sn](Cl)Cl.O.O.[Sn](Cl)Cl.[OH-].[Na+], predict the reaction product. The product is: [CH2:1]([O:8][C:9]([N:11]1[CH2:20][CH2:19][C:18]2[C:13](=[CH:14][C:15]([NH2:21])=[CH:16][CH:17]=2)[CH2:12]1)=[O:10])[C:2]1[CH:7]=[CH:6][CH:5]=[CH:4][CH:3]=1. (4) Given the reactants Br[C:2]1[CH:3]=[C:4]([CH:8]=[C:9]2[CH2:14][CH2:13][N:12]([C:15]([O:17][C:18]([CH3:21])([CH3:20])[CH3:19])=[O:16])[CH2:11][CH2:10]2)[CH:5]=[CH:6][CH:7]=1.C([O-])(=O)C.[K+].[B:27]1([B:27]2[O:31][C:30]([CH3:33])([CH3:32])[C:29]([CH3:35])([CH3:34])[O:28]2)[O:31][C:30]([CH3:33])([CH3:32])[C:29]([CH3:35])([CH3:34])[O:28]1.B([O-])[O-].B(O)O.B([O-])[O-], predict the reaction product. The product is: [CH3:34][C:29]1([CH3:35])[C:30]([CH3:33])([CH3:32])[O:31][B:27]([C:2]2[CH:3]=[C:4]([CH:8]=[C:9]3[CH2:14][CH2:13][N:12]([C:15]([O:17][C:18]([CH3:21])([CH3:20])[CH3:19])=[O:16])[CH2:11][CH2:10]3)[CH:5]=[CH:6][CH:7]=2)[O:28]1.